This data is from Catalyst prediction with 721,799 reactions and 888 catalyst types from USPTO. The task is: Predict which catalyst facilitates the given reaction. (1) Reactant: [O:1]1[C:5]2[CH:6]=[CH:7][CH:8]=[CH:9][C:4]=2[NH:3][C:2]1=[O:10].[H-].[Na+].Br[CH2:14][C:15]([O:17][CH2:18][CH3:19])=[O:16]. Product: [O:10]=[C:2]1[N:3]([CH2:14][C:15]([O:17][CH2:18][CH3:19])=[O:16])[C:4]2[CH:9]=[CH:8][CH:7]=[CH:6][C:5]=2[O:1]1. The catalyst class is: 3. (2) Reactant: C(N(CC)CC)C.[CH2:8]([O:15][C:16](=[O:24])[NH:17][CH2:18][C@@H:19]1[CH2:23][CH2:22][NH:21][CH2:20]1)[C:9]1[CH:14]=[CH:13][CH:12]=[CH:11][CH:10]=1.Cl[C:26]1[C:35]2[C:30](=[CH:31][CH:32]=[C:33]([F:36])[CH:34]=2)[N:29]=[C:28]([C:37]2[CH:42]=[CH:41][CH:40]=[CH:39][C:38]=2[OH:43])[N:27]=1. Product: [CH2:8]([O:15][C:16](=[O:24])[NH:17][CH2:18][C@@H:19]1[CH2:23][CH2:22][N:21]([C:26]2[C:35]3[C:30](=[CH:31][CH:32]=[C:33]([F:36])[CH:34]=3)[N:29]=[C:28]([C:37]3[CH:42]=[CH:41][CH:40]=[CH:39][C:38]=3[OH:43])[N:27]=2)[CH2:20]1)[C:9]1[CH:14]=[CH:13][CH:12]=[CH:11][CH:10]=1. The catalyst class is: 2. (3) Reactant: C([N:4]1[C:12]2[C:7](=[CH:8][C:9]([N+:13]([O-:15])=[O:14])=[CH:10][CH:11]=2)[C:6](=[C:16](OCC)[C:17]2[CH:22]=[CH:21][CH:20]=[CH:19][CH:18]=2)[C:5]1=[O:26])(=O)C.[C:27]([N:30]([C:32]1[CH:38]=[CH:37][C:35]([NH2:36])=[CH:34][CH:33]=1)[CH3:31])(=[O:29])[CH3:28].[OH-].[Na+]. Product: [C:27]([N:30]([C:32]1[CH:38]=[CH:37][C:35]([NH:36]/[C:16](=[C:6]2\[C:5](=[O:26])[NH:4][C:12]3[C:7]\2=[CH:8][C:9]([N+:13]([O-:15])=[O:14])=[CH:10][CH:11]=3)/[C:17]2[CH:18]=[CH:19][CH:20]=[CH:21][CH:22]=2)=[CH:34][CH:33]=1)[CH3:31])(=[O:29])[CH3:28]. The catalyst class is: 121. (4) Reactant: C[O:2][C:3](=[O:31])[C@@H:4]([NH:8][C:9](=[O:30])[C@@H:10]([NH:22][C:23]([O:25][C:26]([CH3:29])([CH3:28])[CH3:27])=[O:24])[CH2:11][C:12]1[CH:17]=[CH:16][C:15]([O:18][CH2:19][CH:20]=[CH2:21])=[CH:14][CH:13]=1)[CH:5]([CH3:7])[CH3:6].[OH-].[Na+].CO. Product: [CH2:19]([O:18][C:15]1[CH:16]=[CH:17][C:12]([CH2:11][C@H:10]([NH:22][C:23]([O:25][C:26]([CH3:28])([CH3:27])[CH3:29])=[O:24])[C:9]([NH:8][C@@H:4]([CH:5]([CH3:6])[CH3:7])[C:3]([OH:31])=[O:2])=[O:30])=[CH:13][CH:14]=1)[CH:20]=[CH2:21]. The catalyst class is: 20.